From a dataset of Catalyst prediction with 721,799 reactions and 888 catalyst types from USPTO. Predict which catalyst facilitates the given reaction. (1) Product: [Cl:1][C:2]1[CH:16]=[C:15]([O:17][CH3:18])[CH:14]=[CH:13][C:3]=1[O:4][C:5]1[S:6][C:7]([C:10]([Cl:19])=[N:11][OH:12])=[CH:8][N:9]=1. Reactant: [Cl:1][C:2]1[CH:16]=[C:15]([O:17][CH3:18])[CH:14]=[CH:13][C:3]=1[O:4][C:5]1[S:6][C:7]([CH:10]=[N:11][OH:12])=[CH:8][N:9]=1.[Cl:19]N1C(=O)CCC1=O.O. The catalyst class is: 9. (2) Reactant: [N:1]1[CH:6]=[CH:5][C:4]([CH:7]2[CH2:10][N:9]([C:11]([O:13][C:14]([CH3:17])([CH3:16])[CH3:15])=[O:12])[CH2:8]2)=[CH:3][CH:2]=1.[CH2:18]([Br:25])[C:19]1[CH:24]=[CH:23][CH:22]=[CH:21][CH:20]=1. Product: [Br-:25].[CH2:18]([N+:1]1[CH:6]=[CH:5][C:4]([CH:7]2[CH2:8][N:9]([C:11]([O:13][C:14]([CH3:17])([CH3:16])[CH3:15])=[O:12])[CH2:10]2)=[CH:3][CH:2]=1)[C:19]1[CH:24]=[CH:23][CH:22]=[CH:21][CH:20]=1. The catalyst class is: 10. (3) Product: [Cl:33][C:19]1[C:18]2[C:23](=[CH:24][CH:25]=[C:16]([C:8]([C:5]3[CH:4]=[CH:3][C:2]([Cl:1])=[CH:7][CH:6]=3)([OH:9])[C:10]3[N:14]([CH3:15])[CH:13]=[N:12][CH:11]=3)[CH:17]=2)[N:22]=[C:21]([O:34][CH2:35][CH2:36][NH:37][C:38](=[O:41])[CH2:39][CH3:40])[C:20]=1[C:27]1[CH:28]=[CH:29][CH:30]=[CH:31][CH:32]=1. Reactant: [Cl:1][C:2]1[CH:7]=[CH:6][C:5]([C:8]([C:16]2[CH:17]=[C:18]3[C:23](=[CH:24][CH:25]=2)[N:22]=[C:21](Cl)[C:20]([C:27]2[CH:32]=[CH:31][CH:30]=[CH:29][CH:28]=2)=[C:19]3[Cl:33])([C:10]2[N:14]([CH3:15])[CH:13]=[N:12][CH:11]=2)[OH:9])=[CH:4][CH:3]=1.[OH:34][CH2:35][CH2:36][NH:37][C:38](=[O:41])[CH2:39][CH3:40].C1(C)C=CC=CC=1.[H-].[Na+]. The catalyst class is: 25.